From a dataset of Catalyst prediction with 721,799 reactions and 888 catalyst types from USPTO. Predict which catalyst facilitates the given reaction. (1) Reactant: [Li]CCCC.Br[C:7]1[CH:12]=[CH:11][C:10]([CH2:13][CH2:14][O:15][Si:16]([C:19]([CH3:22])([CH3:21])[CH3:20])([CH3:18])[CH3:17])=[CH:9][N:8]=1.CN([CH:26]=[O:27])C.[BH4-].[Na+]. Product: [Si:16]([O:15][CH2:14][CH2:13][C:10]1[CH:11]=[CH:12][C:7]([CH2:26][OH:27])=[N:8][CH:9]=1)([C:19]([CH3:22])([CH3:21])[CH3:20])([CH3:18])[CH3:17]. The catalyst class is: 36. (2) Reactant: [N+:1]([C:4]1[CH:5]=[C:6]([CH:16]=[CH:17][CH:18]=1)[C:7]([NH:9][C:10]1[CH:11]=[N:12][CH:13]=[CH:14][CH:15]=1)=[O:8])([O-])=O. Product: [NH2:1][C:4]1[CH:5]=[C:6]([CH:16]=[CH:17][CH:18]=1)[C:7]([NH:9][C:10]1[CH:11]=[N:12][CH:13]=[CH:14][CH:15]=1)=[O:8]. The catalyst class is: 29. (3) Reactant: CC([O-])=O.[Na+].[Br:6][C:7]1[CH:16]=[C:15]2[C:10]([C:11](=O)[CH2:12][CH2:13][O:14]2)=[CH:9][CH:8]=1.Cl.[OH:19][NH2:20]. The catalyst class is: 315. Product: [Br:6][C:7]1[CH:16]=[C:15]2[C:10]([C:11](=[N:20][OH:19])[CH2:12][CH2:13][O:14]2)=[CH:9][CH:8]=1. (4) Reactant: [NH:1]([CH2:3][C:4]([OH:6])=[O:5])[CH3:2].Cl[Si](C)(C)C.CCN([CH:18]([CH3:20])[CH3:19])C(C)C.Cl[C:22]([O:24][CH:25](Cl)[CH:26]([CH3:28])[CH3:27])=[O:23].[C:30]([OH:38])(=[O:37])[C:31]1[CH:36]=[CH:35][CH:34]=[CH:33][CH:32]=1. Product: [CH3:2][N:1]([C:22]([O:24][CH:25]([C:26]1[CH:28]=[CH:19][CH:18]=[CH:20][CH:27]=1)[O:38][C:30]([C:31]1[CH:36]=[CH:35][CH:34]=[CH:33][CH:32]=1)=[O:37])=[O:23])[CH2:3][C:4]([OH:6])=[O:5]. The catalyst class is: 22. (5) Reactant: [NH2:1][C:2]1[N:6]([CH:7]2[CH2:12][CH2:11][CH2:10][NH:9][CH2:8]2)[N:5]=[C:4]([C:13]2[CH:18]=[CH:17][C:16]([O:19][C:20]3[CH:25]=[CH:24][CH:23]=[CH:22][CH:21]=3)=[CH:15][CH:14]=2)[C:3]=1[C:26]([NH2:28])=[O:27].N1C=CC=CC=1.[C:35](Cl)(=[O:38])[CH:36]=[CH2:37]. Product: [C:35]([N:9]1[CH2:10][CH2:11][CH2:12][CH:7]([N:6]2[C:2]([NH2:1])=[C:3]([C:26]([NH2:28])=[O:27])[C:4]([C:13]3[CH:14]=[CH:15][C:16]([O:19][C:20]4[CH:25]=[CH:24][CH:23]=[CH:22][CH:21]=4)=[CH:17][CH:18]=3)=[N:5]2)[CH2:8]1)(=[O:38])[CH:36]=[CH2:37]. The catalyst class is: 2.